Dataset: Catalyst prediction with 721,799 reactions and 888 catalyst types from USPTO. Task: Predict which catalyst facilitates the given reaction. (1) Reactant: [C:1]([NH:5]/[N:6]=[CH:7]/[CH2:8][C:9]1[C:14]([CH3:15])=[CH:13][C:12]([CH3:16])=[CH:11][C:10]=1[CH3:17])([CH3:4])([CH3:3])[CH3:2].C([C:20]#[C:21][C:22]([O-:24])=[O:23])C.[C:25](#N)[CH3:26]. Product: [C:1]([N:5]1[CH:20]=[C:21]([C:22]([O:24][CH2:25][CH3:26])=[O:23])[C:7]([CH2:8][C:9]2[C:10]([CH3:17])=[CH:11][C:12]([CH3:16])=[CH:13][C:14]=2[CH3:15])=[N:6]1)([CH3:4])([CH3:3])[CH3:2]. The catalyst class is: 15. (2) Reactant: Cl[C:2](Cl)([O:4][C:5](=[O:11])OC(Cl)(Cl)Cl)Cl.[NH2:13][C:14]1[CH:19]=[CH:18][C:17]([C:20]#[C:21][C:22]#[N:23])=[CH:16][CH:15]=1.[CH2:24](N(CC)CC)[CH3:25].C(O)C#C. Product: [C:22]([C:21]#[C:20][C:17]1[CH:16]=[CH:15][C:14]([NH:13][C:5](=[O:11])[O:4][CH2:2][C:24]#[CH:25])=[CH:19][CH:18]=1)#[N:23]. The catalyst class is: 2. (3) Reactant: [F:1][C:2]([F:36])([F:35])[C:3]1[CH:4]=[C:5]([C@H:13]([O:15][C@H:16]2[CH2:25][CH2:24][C:23]3[N:22]=[C:21]([C:26]#[N:27])[CH:20]=[CH:19][C:18]=3[C@@H:17]2[C:28]2[CH:33]=[CH:32][C:31]([F:34])=[CH:30][CH:29]=2)[CH3:14])[CH:6]=[C:7]([C:9]([F:12])([F:11])[F:10])[CH:8]=1.CC(C[AlH]CC(C)C)C. Product: [F:36][C:2]([F:1])([F:35])[C:3]1[CH:4]=[C:5]([C@H:13]([O:15][C@H:16]2[CH2:25][CH2:24][C:23]3[N:22]=[C:21]([CH2:26][NH2:27])[CH:20]=[CH:19][C:18]=3[C@@H:17]2[C:28]2[CH:29]=[CH:30][C:31]([F:34])=[CH:32][CH:33]=2)[CH3:14])[CH:6]=[C:7]([C:9]([F:10])([F:11])[F:12])[CH:8]=1. The catalyst class is: 11. (4) Reactant: [S-:1][C:2]#[N:3].[K+].[NH2:5][C:6]1[CH:32]=[CH:31][C:9]([O:10][C:11]2[CH:12]=[C:13]([NH:17][C:18](=[O:30])[C:19]3[CH:24]=[CH:23][CH:22]=[C:21]([C:25]([C:28]#[N:29])([CH3:27])[CH3:26])[CH:20]=3)[CH:14]=[CH:15][CH:16]=2)=[C:8]([N+:33]([O-:35])=[O:34])[CH:7]=1.BrBr. Product: [NH2:3][C:2]1[S:1][C:7]2[C:8]([N+:33]([O-:35])=[O:34])=[C:9]([O:10][C:11]3[CH:12]=[C:13]([NH:17][C:18](=[O:30])[C:19]4[CH:24]=[CH:23][CH:22]=[C:21]([C:25]([C:28]#[N:29])([CH3:27])[CH3:26])[CH:20]=4)[CH:14]=[CH:15][CH:16]=3)[CH:31]=[CH:32][C:6]=2[N:5]=1. The catalyst class is: 15. (5) Reactant: [OH:1][C:2]1[CH:7]=[CH:6][C:5]([S:8]([N:11]2[CH2:16][CH2:15][S:14][C:13]([CH3:18])([CH3:17])[CH:12]2[C:19]([O:21][C:22]([CH3:25])([CH3:24])[CH3:23])=[O:20])(=[O:10])=[O:9])=[CH:4][CH:3]=1.[C:26]1(P([C:26]2[CH:31]=[CH:30]C=[CH:28][CH:27]=2)[C:26]2[CH:31]=[CH:30]C=[CH:28][CH:27]=2)[CH:31]=[CH:30]C=[CH:28][CH:27]=1.C(O)C=C=CC.CCOC(/N=N/C(OCC)=O)=O. Product: [CH3:18][C:13]1([CH3:17])[S:14][CH2:15][CH2:16][N:11]([S:8]([C:5]2[CH:6]=[CH:7][C:2]([O:1][CH2:28][CH:27]=[C:26]=[CH:31][CH3:30])=[CH:3][CH:4]=2)(=[O:9])=[O:10])[C@H:12]1[C:19]([O:21][C:22]([CH3:25])([CH3:24])[CH3:23])=[O:20]. The catalyst class is: 7. (6) Reactant: [F:1][C:2]1[CH:7]=[CH:6][C:5]([F:8])=[CH:4][C:3]=1[OH:9].C(=O)([O-])[O-].[Cs+].[Cs+].[C:16]([O:20][C:21]([N:23]1[CH2:28][CH2:27][CH:26](OS(C)(=O)=O)[CH2:25][CH2:24]1)=[O:22])([CH3:19])([CH3:18])[CH3:17]. Product: [C:16]([O:20][C:21]([N:23]1[CH2:28][CH2:27][CH:26]([O:9][C:3]2[CH:4]=[C:5]([F:8])[CH:6]=[CH:7][C:2]=2[F:1])[CH2:25][CH2:24]1)=[O:22])([CH3:19])([CH3:17])[CH3:18]. The catalyst class is: 18. (7) Reactant: [CH2:1]([N:3]([CH2:12][CH3:13])[C:4]1[CH:9]=[CH:8][C:7]([N:10]=O)=[CH:6][CH:5]=1)[CH3:2].[C:14]1([N:20]2[C:24]([NH2:25])=[CH:23][C:22]([C:26]3[CH:31]=[CH:30][CH:29]=[CH:28][CH:27]=3)=[N:21]2)[CH:19]=[CH:18][CH:17]=[CH:16][CH:15]=1. Product: [CH2:1]([N:3]([CH2:12][CH3:13])[C:4]1[CH:9]=[C:8]2[C:7]([N:10]=[C:23]3[C:22]([C:26]4[CH:31]=[CH:30][CH:29]=[CH:28][CH:27]=4)=[N:21][N:20]([C:14]4[CH:15]=[CH:16][CH:17]=[CH:18][CH:19]=4)[C:24]3=[N:25]2)=[CH:6][CH:5]=1)[CH3:2]. The catalyst class is: 15. (8) Reactant: [CH3:1][O:2][C:3]1[CH:20]=[C:19]([O:21][CH3:22])[CH:18]=[CH:17][C:4]=1[CH2:5][N:6]1[CH:14]2[CH:9]([CH2:10][CH2:11][C:12](=O)[CH2:13]2)[CH2:8][C:7]1=[O:16].[H][H].[NH3:25]. Product: [NH2:25][CH:12]1[CH2:13][CH:14]2[CH:9]([CH2:8][C:7](=[O:16])[N:6]2[CH2:5][C:4]2[CH:17]=[CH:18][C:19]([O:21][CH3:22])=[CH:20][C:3]=2[O:2][CH3:1])[CH2:10][CH2:11]1. The catalyst class is: 19.